From a dataset of Reaction yield outcomes from USPTO patents with 853,638 reactions. Predict the reaction yield, written as a fraction of the theoretical maximum amount of product (1.0 means a 100% yield; for example, 0.34 means a 34% yield). (1) The reactants are [OH:1][C:2]1[CH:7]=[CH:6][C:5]([C:8]2[C:12]3[CH:13]=[C:14]([C:17]([O:19]C)=[O:18])[CH:15]=[CH:16][C:11]=3[S:10][CH:9]=2)=[CH:4][CH:3]=1.Cl[CH2:22][C:23]1[C:24]([C:31]2[C:36]([Cl:37])=[CH:35][CH:34]=[CH:33][C:32]=2[Cl:38])=[N:25][O:26][C:27]=1[CH:28]([CH3:30])[CH3:29].C(=O)([O-])[O-].[K+].[K+].[OH-].[Na+]. The catalyst is CN(C)C=O.C(OCC)(=O)C. The product is [Cl:37][C:36]1[CH:35]=[CH:34][CH:33]=[C:32]([Cl:38])[C:31]=1[C:24]1[C:23]([CH2:22][O:1][C:2]2[CH:7]=[CH:6][C:5]([C:8]3[C:12]4[CH:13]=[C:14]([C:17]([OH:19])=[O:18])[CH:15]=[CH:16][C:11]=4[S:10][CH:9]=3)=[CH:4][CH:3]=2)=[C:27]([CH:28]([CH3:30])[CH3:29])[O:26][N:25]=1. The yield is 0.730. (2) The reactants are C[O:2][CH:3](OC)[C:4]1[CH:9]=[CH:8][C:7]([C:10]2[O:14][N:13]=[C:12]([C:15]3[CH:16]=[CH:17][C:18]([O:23][CH:24]([CH3:26])[CH3:25])=[C:19]([CH:22]=3)[C:20]#[N:21])[N:11]=2)=[CH:6][CH:5]=1.O.C1(C)C=CC(S(O)(=O)=O)=CC=1. The catalyst is CC(C)=O. The product is [CH:3]([C:4]1[CH:5]=[CH:6][C:7]([C:10]2[O:14][N:13]=[C:12]([C:15]3[CH:16]=[CH:17][C:18]([O:23][CH:24]([CH3:26])[CH3:25])=[C:19]([CH:22]=3)[C:20]#[N:21])[N:11]=2)=[CH:8][CH:9]=1)=[O:2]. The yield is 1.02. (3) The reactants are [Cl:1][C:2]1[CH:10]=[CH:9][C:8]([C:11]2[S:15][CH:14]=[N:13][CH:12]=2)=[CH:7][C:3]=1[C:4]([NH2:6])=[O:5].[CH3:16][N:17]1[CH2:22][CH2:21][N:20]([CH2:23][CH2:24][CH2:25][S:26]([C:29]2[CH:48]=[CH:47][C:32]3[N:33]=[C:34]([NH:36][C:37](=O)[O:38]C4C=CC(F)=CC=4)[S:35][C:31]=3[CH:30]=2)(=[O:28])=[O:27])[CH2:19][CH2:18]1. No catalyst specified. The product is [Cl:1][C:2]1[CH:10]=[CH:9][C:8]([C:11]2[S:15][CH:14]=[N:13][CH:12]=2)=[CH:7][C:3]=1[C:4]([NH:6][C:37](=[O:38])[NH:36][C:34]1[S:35][C:31]2[CH:30]=[C:29]([S:26]([CH2:25][CH2:24][CH2:23][N:20]3[CH2:21][CH2:22][N:17]([CH3:16])[CH2:18][CH2:19]3)(=[O:28])=[O:27])[CH:48]=[CH:47][C:32]=2[N:33]=1)=[O:5]. The yield is 0.100.